From a dataset of Forward reaction prediction with 1.9M reactions from USPTO patents (1976-2016). Predict the product of the given reaction. Given the reactants [NH2:1][C:2]1[S:3][C:4](Br)=[C:5]([C:7]([CH3:10])([CH3:9])[CH3:8])[N:6]=1.[NH:12]1[CH2:17][CH2:16][CH2:15][CH2:14][CH2:13]1.C(=O)([O-])[O-].[K+].[K+].C(#N)C, predict the reaction product. The product is: [NH2:1][C:2]1[S:3][C:4]([N:12]2[CH2:17][CH2:16][CH2:15][CH2:14][CH2:13]2)=[C:5]([C:7]([CH3:10])([CH3:9])[CH3:8])[N:6]=1.